This data is from Forward reaction prediction with 1.9M reactions from USPTO patents (1976-2016). The task is: Predict the product of the given reaction. (1) Given the reactants [Br:1][C:2]1[C:11]2[C:10]([S:12]([N:15]3[CH2:20][CH2:19][N:18](C(OC(C)(C)C)=O)[CH2:17][C@@H:16]3[CH3:28])(=[O:14])=[O:13])=[CH:9][CH:8]=[CH:7][C:6]=2[CH:5]=[N:4][CH:3]=1.O1CCOCC1.[ClH:35], predict the reaction product. The product is: [ClH:35].[ClH:35].[Br:1][C:2]1[C:11]2[C:10]([S:12]([N:15]3[CH2:20][CH2:19][NH:18][CH2:17][C@@H:16]3[CH3:28])(=[O:13])=[O:14])=[CH:9][CH:8]=[CH:7][C:6]=2[CH:5]=[N:4][CH:3]=1. (2) Given the reactants [C:1]([C:3]1[CH:4]=[C:5]2[C:11]([C:12]3[CH:13]=[C:14]([NH:18][CH:19]([CH:28]([CH3:30])[CH3:29])[C:20]([NH:22][CH2:23][C:24]([F:27])([F:26])[F:25])=[O:21])[CH:15]=[N:16][CH:17]=3)=[CH:10][N:9]([CH2:31][O:32][CH2:33][CH2:34][Si:35]([CH3:38])([CH3:37])[CH3:36])[C:6]2=[N:7][CH:8]=1)#[N:2].CC(C)[C@@H](NC1C=NC=C(C2C3C(=NC=C(COCCN4CCCC4)C=3)N(COCC[Si](C)(C)C)C=2)C=1)C(NCC(F)(F)F)=O, predict the reaction product. The product is: [NH2:2][CH2:1][C:3]1[CH:4]=[C:5]2[C:11]([C:12]3[CH:13]=[C:14]([NH:18][CH:19]([CH:28]([CH3:30])[CH3:29])[C:20]([NH:22][CH2:23][C:24]([F:27])([F:26])[F:25])=[O:21])[CH:15]=[N:16][CH:17]=3)=[CH:10][N:9]([CH2:31][O:32][CH2:33][CH2:34][Si:35]([CH3:38])([CH3:37])[CH3:36])[C:6]2=[N:7][CH:8]=1. (3) Given the reactants [OH:1][C:2]1[C:3]([C:12]([OH:14])=O)=[CH:4][C:5]2[C:10]([CH:11]=1)=[CH:9][CH:8]=[CH:7][CH:6]=2.[C:15]1([CH:23]=[C:21](O)[CH:20]=[C:18]([OH:19])[CH:17]=1)[OH:16], predict the reaction product. The product is: [OH:16][C:15]1[C:23]2[C:12](=[O:14])[C:3]3[CH:4]=[C:5]4[CH:6]=[CH:7][CH:8]=[CH:9][C:10]4=[CH:11][C:2]=3[O:1][C:21]=2[CH:20]=[C:18]([OH:19])[CH:17]=1.